Dataset: Forward reaction prediction with 1.9M reactions from USPTO patents (1976-2016). Task: Predict the product of the given reaction. (1) Given the reactants C(O[C:4](=[O:38])[CH:5]=[C:6]([O:29][C:30]1[CH:35]=[CH:34][CH:33]=[C:32]([Cl:36])[C:31]=1[Cl:37])[CH2:7][NH:8][C@H:9]([C:16](=[O:28])[NH:17][C:18]1[CH:22]=[CH:21][N:20]([CH2:23][C:24]([OH:27])([CH3:26])[CH3:25])[N:19]=1)[CH2:10][C@@H:11]([O:13][CH2:14][CH3:15])[CH3:12])C, predict the reaction product. The product is: [OH:27][C:24]([CH3:25])([CH3:26])[CH2:23][N:20]1[CH:21]=[CH:22][C:18]([NH:17][C:16](=[O:28])[C@@H:9]([N:8]2[CH2:7][C:6]([O:29][C:30]3[CH:35]=[CH:34][CH:33]=[C:32]([Cl:36])[C:31]=3[Cl:37])=[CH:5][C:4]2=[O:38])[CH2:10][C@@H:11]([O:13][CH2:14][CH3:15])[CH3:12])=[N:19]1. (2) Given the reactants [NH2:1][C:2](=[N:8][C:9]1[CH:14]=[CH:13][C:12]([N:15]2[CH2:20][CH2:19][N:18]([C:21]([NH:23][CH2:24][CH2:25][CH2:26][CH2:27][CH:28]3[CH2:32][CH2:31][S:30][S:29]3)=[O:22])[CH2:17][CH2:16]2)=[C:11](C)[CH:10]=1)[C:3]1[S:4][CH:5]=[CH:6][CH:7]=1.ClC1C=CC([N+]([O-])=O)=[C:39]([O:41]C)C=1, predict the reaction product. The product is: [NH2:1][C:2](=[N:8][C:9]1[CH:10]=[CH:11][C:12]([N:15]2[CH2:16][CH2:17][N:18]([C:21]([NH:23][CH2:24][CH2:25][CH2:26][CH2:27][CH:28]3[CH2:32][CH2:31][S:30][S:29]3)=[O:22])[CH2:19][CH2:20]2)=[CH:13][C:14]=1[O:41][CH3:39])[C:3]1[S:4][CH:5]=[CH:6][CH:7]=1.